Dataset: Full USPTO retrosynthesis dataset with 1.9M reactions from patents (1976-2016). Task: Predict the reactants needed to synthesize the given product. (1) Given the product [N+:8]([C:5]1[CH:6]=[CH:7][C:2]([N:15]2[CH:14]=[C:13]([C:12]([F:19])([F:18])[F:11])[CH:17]=[N:16]2)=[CH:3][CH:4]=1)([O-:10])=[O:9], predict the reactants needed to synthesize it. The reactants are: F[C:2]1[CH:7]=[CH:6][C:5]([N+:8]([O-:10])=[O:9])=[CH:4][CH:3]=1.[F:11][C:12]([F:19])([F:18])[C:13]1[CH:14]=[N:15][NH:16][CH:17]=1. (2) Given the product [Cl:35][C:36]1[C:41]([CH2:42][NH:25][C:24]2[C:23]([F:22])=[C:29]([O:30][CH3:31])[CH:28]=[C:27]([O:32][CH3:33])[C:26]=2[F:34])=[CH:40][N:39]=[C:38]2[N:44]([CH2:47][O:48][CH2:49][CH2:50][Si:51]([CH3:52])([CH3:54])[CH3:53])[CH:45]=[CH:46][C:37]=12, predict the reactants needed to synthesize it. The reactants are: C(O[BH-](OC(=O)C)OC(=O)C)(=O)C.[Na+].FC(F)(F)C(O)=O.[F:22][C:23]1[C:29]([O:30][CH3:31])=[CH:28][C:27]([O:32][CH3:33])=[C:26]([F:34])[C:24]=1[NH2:25].[Cl:35][C:36]1[C:41]([CH:42]=O)=[CH:40][N:39]=[C:38]2[N:44]([CH2:47][O:48][CH2:49][CH2:50][Si:51]([CH3:54])([CH3:53])[CH3:52])[CH:45]=[CH:46][C:37]=12.C([O-])(O)=O.[Na+]. (3) Given the product [Cl:1][C:2]1[C:3]([CH2:14][S:15]([C:16]2[NH:26][C:19]3=[N:20][C:21]([O:24][CH3:25])=[CH:22][CH:23]=[C:18]3[N:17]=2)=[O:32])=[N:4][CH:5]=[CH:6][C:7]=1[N:8]1[CH2:13][CH2:12][O:11][CH2:10][CH2:9]1, predict the reactants needed to synthesize it. The reactants are: [Cl:1][C:2]1[C:3]([CH2:14][S:15][C:16]2[NH:26][C:19]3=[N:20][C:21]([O:24][CH3:25])=[CH:22][CH:23]=[C:18]3[N:17]=2)=[N:4][CH:5]=[CH:6][C:7]=1[N:8]1[CH2:13][CH2:12][O:11][CH2:10][CH2:9]1.ClC1C=C(C=CC=1)C(OO)=[O:32]. (4) Given the product [OH:2][C:3]1[C:12]([C:13]2[CH:18]=[C:17]([Br:19])[CH:16]=[CH:15][C:14]=2[F:20])=[CH:11][C:10]2[C:5](=[CH:6][CH:7]=[CH:8][CH:9]=2)[N:4]=1, predict the reactants needed to synthesize it. The reactants are: C[O:2][C:3]1[C:12]([C:13]2[CH:18]=[C:17]([Br:19])[CH:16]=[CH:15][C:14]=2[F:20])=[CH:11][C:10]2[C:5](=[CH:6][CH:7]=[CH:8][CH:9]=2)[N:4]=1.ClCCl.B(Br)(Br)Br.CO. (5) Given the product [CH:2]([N:5]1[C:9]([C:10]2[CH:15]=[CH:14][N:13]=[C:12]([NH:16][C:17]3[CH:18]=[CH:19][C:20]([C:21]([N:51]4[CH2:57][CH2:56][CH2:55][C@H:52]4[CH2:53][OH:54])=[O:23])=[CH:24][CH:25]=3)[N:11]=2)=[CH:8][N:7]=[C:6]1[CH3:26])([CH3:3])[CH3:4], predict the reactants needed to synthesize it. The reactants are: [Na+].[CH:2]([N:5]1[C:9]([C:10]2[CH:15]=[CH:14][N:13]=[C:12]([NH:16][C:17]3[CH:25]=[CH:24][C:20]([C:21]([O-:23])=O)=[CH:19][CH:18]=3)[N:11]=2)=[CH:8][N:7]=[C:6]1[CH3:26])([CH3:4])[CH3:3].CN(C(ON1N=NC2C=CC=CC1=2)=[N+](C)C)C.F[P-](F)(F)(F)(F)F.[NH:51]1[CH2:57][CH2:56][CH2:55][C@H:52]1[CH2:53][OH:54].